Dataset: Full USPTO retrosynthesis dataset with 1.9M reactions from patents (1976-2016). Task: Predict the reactants needed to synthesize the given product. (1) Given the product [CH:1]1([NH:7][CH2:15][CH2:8][CH2:9][CH2:10][S:11]([OH:14])(=[O:13])=[O:12])[CH2:6][CH2:5][CH2:4][CH2:3][CH2:2]1, predict the reactants needed to synthesize it. The reactants are: [CH:1]1([NH2:7])[CH2:6][CH2:5][CH2:4][CH2:3][CH2:2]1.[CH2:8]1[CH2:15][O:14][S:11](=[O:13])(=[O:12])[CH2:10][CH2:9]1. (2) Given the product [F:15][C:16]1[CH:17]=[CH:18][C:19]([C:22]([F:23])([F:24])[F:25])=[CH:20][C:21]=1[C:2]1[C:7]2=[N:8][C:9]([C:12]([NH2:14])=[O:13])=[CH:10][N:11]=[C:6]2[CH:5]=[N:4][CH:3]=1, predict the reactants needed to synthesize it. The reactants are: Br[C:2]1[C:7]2=[N:8][C:9]([C:12]([NH2:14])=[O:13])=[CH:10][N:11]=[C:6]2[CH:5]=[N:4][CH:3]=1.[F:15][C:16]1[CH:21]=[CH:20][C:19]([C:22]([F:25])([F:24])[F:23])=[CH:18][C:17]=1B(O)O.C(=O)([O-])[O-].[Cs+].[Cs+].O1CCOCC1.